From a dataset of Merck oncology drug combination screen with 23,052 pairs across 39 cell lines. Regression. Given two drug SMILES strings and cell line genomic features, predict the synergy score measuring deviation from expected non-interaction effect. Drug 1: O=S1(=O)NC2(CN1CC(F)(F)F)C1CCC2Cc2cc(C=CCN3CCC(C(F)(F)F)CC3)ccc2C1. Drug 2: NC1CCCCC1N.O=C(O)C(=O)O.[Pt+2]. Cell line: EFM192B. Synergy scores: synergy=-37.0.